The task is: Predict the reactants needed to synthesize the given product.. This data is from Full USPTO retrosynthesis dataset with 1.9M reactions from patents (1976-2016). (1) Given the product [CH:33]1([O:1][C:2]2[CH:3]=[C:4]([C@@H:8]([NH:10][C:11](=[O:17])[O:12][C:13]([CH3:16])([CH3:15])[CH3:14])[CH3:9])[CH:5]=[CH:6][CH:7]=2)[CH2:34][CH2:35][CH2:36][CH2:31]1, predict the reactants needed to synthesize it. The reactants are: [OH:1][C:2]1[CH:3]=[C:4]([C@@H:8]([NH:10][C:11](=[O:17])[O:12][C:13]([CH3:16])([CH3:15])[CH3:14])[CH3:9])[CH:5]=[CH:6][CH:7]=1.[CH:35]1[CH:36]=[CH:31]C(P([C:31]2[CH:36]=[CH:35][CH:34]=[CH:33]C=2)[C:35]2[CH:36]=[CH:31]C=[CH:33][CH:34]=2)=[CH:33][CH:34]=1.C1(O)CCCC1.CCOC(/N=N/C(OCC)=O)=O.N#N. (2) Given the product [CH2:1]([CH:9]([CH2:12][CH2:13][CH2:14][CH2:15][CH2:16][CH2:17][CH2:18][CH2:19][CH2:20][CH3:21])[C:10]([OH:24])=[O:11])[CH2:2][CH2:3][CH2:4][CH2:5][CH2:6][CH2:7][CH3:8], predict the reactants needed to synthesize it. The reactants are: [CH2:1]([CH:9]([CH2:12][CH2:13][CH2:14][CH2:15][CH2:16][CH2:17][CH2:18][CH2:19][CH2:20][CH3:21])[CH2:10][OH:11])[CH2:2][CH2:3][CH2:4][CH2:5][CH2:6][CH2:7][CH3:8].CC(C)=[O:24].OS(O)(=O)=O.O=[Cr](=O)=O. (3) The reactants are: [C:1]1([C:7]2([C:13]3[CH:18]=[CH:17][CH:16]=[CH:15][CH:14]=3)[CH2:12][CH2:11][NH:10][CH2:9][CH2:8]2)[CH:6]=[CH:5][CH:4]=[CH:3][CH:2]=1.[O:19]=[C:20]1[C:24]([C:31]2[CH:36]=[CH:35][CH:34]=[CH:33][CH:32]=2)([C:25]2[CH:30]=[CH:29][CH:28]=[CH:27][CH:26]=2)[CH2:23][CH2:22][N:21]1[CH2:37][C:38](O)=[O:39].Cl.C(N=C=NCCCN(C)C)C. Given the product [C:1]1([C:7]2([C:13]3[CH:18]=[CH:17][CH:16]=[CH:15][CH:14]=3)[CH2:8][CH2:9][N:10]([C:38](=[O:39])[CH2:37][N:21]3[CH2:22][CH2:23][C:24]([C:25]4[CH:30]=[CH:29][CH:28]=[CH:27][CH:26]=4)([C:31]4[CH:36]=[CH:35][CH:34]=[CH:33][CH:32]=4)[C:20]3=[O:19])[CH2:11][CH2:12]2)[CH:2]=[CH:3][CH:4]=[CH:5][CH:6]=1, predict the reactants needed to synthesize it.